Dataset: Catalyst prediction with 721,799 reactions and 888 catalyst types from USPTO. Task: Predict which catalyst facilitates the given reaction. (1) Reactant: [Br:1][C:2]1[CH:7]=[CH:6][C:5]([NH:8][C:9]2[C:10]([C:20]([OH:22])=O)=[CH:11][C:12]3[N:16]([CH3:17])[CH:15]=[N:14][C:13]=3[C:18]=2[F:19])=[C:4]([Cl:23])[CH:3]=1.[CH:24]([O:26][CH2:27][CH2:28][O:29][NH2:30])=[CH2:25].C1C=CC2N(O)N=NC=2C=1.C(N(CC)CC)C.CCN=C=NCCCN(C)C.Cl. Product: [CH:24]([O:26][CH2:27][CH2:28][O:29][NH:30][C:20]([C:10]1[C:9]([NH:8][C:5]2[CH:6]=[CH:7][C:2]([Br:1])=[CH:3][C:4]=2[Cl:23])=[C:18]([F:19])[C:13]2[N:14]=[CH:15][N:16]([CH3:17])[C:12]=2[CH:11]=1)=[O:22])=[CH2:25]. The catalyst class is: 42. (2) Reactant: Cl.[O:2]=[C:3]1[CH2:11][C:10]2[C:5](=C[CH:7]=[C:8](/[CH:12]=[CH:13]/[C:14]([OH:16])=O)[CH:9]=2)[NH:4]1.O.OC1C2N=N[NH:24]C=2C=CC=1.C(N(C(C)C)CC)(C)C.[CH3:37][C:38]1[NH:39][C:40]2[C:45]([C:46]=1[CH2:47][NH:48][CH3:49])=[CH:44][CH:43]=[CH:42][CH:41]=2.C(Cl)CCl. Product: [CH3:49][N:48]([CH2:47][C:46]1[C:45]2[C:40](=[CH:41][CH:42]=[CH:43][CH:44]=2)[NH:39][C:38]=1[CH3:37])[C:14](=[O:16])/[CH:13]=[CH:12]/[C:8]1[CH:9]=[C:10]2[CH2:11][C:3](=[O:2])[NH:4][C:5]2=[N:24][CH:7]=1. The catalyst class is: 3. (3) Reactant: [Cl:1][C:2]1[CH:3]=[C:4]([CH:31]=[CH:32][C:33]=1[Cl:34])[CH2:5][N:6]1[C:14]2[C:9](=[CH:10][CH:11]=[CH:12][C:13]=2[C:15]([NH:17][C:18]2([C:21]3[CH:30]=[CH:29][C:24]([C:25]([O:27]C)=[O:26])=[CH:23][CH:22]=3)[CH2:20][CH2:19]2)=[O:16])[CH2:8][CH2:7]1.[OH-].[K+:36]. Product: [Cl:1][C:2]1[CH:3]=[C:4]([CH:31]=[CH:32][C:33]=1[Cl:34])[CH2:5][N:6]1[C:14]2[C:9](=[CH:10][CH:11]=[CH:12][C:13]=2[C:15]([NH:17][C:18]2([C:21]3[CH:30]=[CH:29][C:24]([C:25]([O-:27])=[O:26])=[CH:23][CH:22]=3)[CH2:20][CH2:19]2)=[O:16])[CH2:8][CH2:7]1.[K+:36]. The catalyst class is: 14. (4) Product: [F:49][P-:50]([F:55])([F:54])([F:53])([F:52])[F:51].[N:40]1([O:39][P+:28]([N:26]2[CH2:27][CH2:23][CH2:24][CH2:25]2)([N:34]2[CH2:35][CH2:36][CH2:37][CH2:38]2)[N:29]2[CH2:33][CH2:32][CH2:31][CH2:30]2)[C:41]2[CH:46]=[CH:45][CH:44]=[CH:43][C:42]=2[N:47]=[N:48]1.[OH:39][N:40]1[C:41]2[CH:46]=[CH:45][CH:44]=[CH:43][C:42]=2[N:47]=[N:48]1. Reactant: Cl.OC1O[C@H](CO)[C@@H](O)[C@H](O)[C@H]1N.CCN(C(C)C)C(C)C.[CH2:23]1[CH2:27][N:26]([P+:28]([O:39][N:40]2[N:48]=[N:47][C:42]3[CH:43]=[CH:44][CH:45]=[CH:46][C:41]2=3)([N:34]2[CH2:38][CH2:37][CH2:36][CH2:35]2)[N:29]2[CH2:33][CH2:32][CH2:31][CH2:30]2)[CH2:25][CH2:24]1.[F:49][P-:50]([F:55])([F:54])([F:53])([F:52])[F:51]. The catalyst class is: 3. (5) Reactant: [Br:1][C:2]1[C:7]([NH2:8])=[CH:6][N:5]=[C:4]([S:9][CH3:10])[N:3]=1.C[Si]([N-][Si](C)(C)C)(C)C.[Na+].[C:21]([O:25][C:26](O[C:26]([O:25][C:21]([CH3:24])([CH3:23])[CH3:22])=[O:27])=[O:27])([CH3:24])([CH3:23])[CH3:22].Cl. Product: [C:21]([O:25][C:26](=[O:27])[NH:8][C:7]1[C:2]([Br:1])=[N:3][C:4]([S:9][CH3:10])=[N:5][CH:6]=1)([CH3:24])([CH3:23])[CH3:22]. The catalyst class is: 56. (6) Reactant: [Cl:1][C:2]1[CH:7]=[CH:6][C:5]([C:8]([C:11]2[N:15]([C:16]3[CH:21]=[CH:20][C:19]([F:22])=[CH:18][CH:17]=3)[C:14]([SH:23])=[N:13][CH:12]=2)([CH3:10])[CH3:9])=[CH:4][C:3]=1[O:24][CH3:25].C([O-])([O-])=O.[K+].[K+].Br[CH2:33][CH:34]1[CH2:39][CH2:38][N:37]([C:40]([O:42][C:43]([CH3:46])([CH3:45])[CH3:44])=[O:41])[CH2:36][CH2:35]1. Product: [C:43]([O:42][C:40]([N:37]1[CH2:38][CH2:39][CH:34]([CH2:33][S:23][C:14]2[N:15]([C:16]3[CH:21]=[CH:20][C:19]([F:22])=[CH:18][CH:17]=3)[C:11]([C:8]([C:5]3[CH:6]=[CH:7][C:2]([Cl:1])=[C:3]([O:24][CH3:25])[CH:4]=3)([CH3:10])[CH3:9])=[CH:12][N:13]=2)[CH2:35][CH2:36]1)=[O:41])([CH3:46])([CH3:44])[CH3:45]. The catalyst class is: 21. (7) Reactant: [ClH:1].[C:2]([CH2:4][CH:5]([N:21]1[CH:25]=[C:24]([C:26]2[C:27]3[CH:34]=[CH:33][N:32]([CH2:35][O:36][CH2:37][CH2:38][Si:39]([CH3:42])([CH3:41])[CH3:40])[C:28]=3[N:29]=[CH:30][N:31]=2)[CH:23]=[N:22]1)[CH2:6][N:7]1[CH2:12][CH2:11][N:10](C(OC(C)(C)C)=O)[CH2:9][C@H:8]1[CH3:20])#[N:3]. Product: [ClH:1].[CH3:20][C@@H:8]1[CH2:9][NH:10][CH2:11][CH2:12][N:7]1[CH2:6][CH:5]([N:21]1[CH:25]=[C:24]([C:26]2[C:27]3[CH:34]=[CH:33][N:32]([CH2:35][O:36][CH2:37][CH2:38][Si:39]([CH3:41])([CH3:40])[CH3:42])[C:28]=3[N:29]=[CH:30][N:31]=2)[CH:23]=[N:22]1)[CH2:4][C:2]#[N:3]. The catalyst class is: 12. (8) Reactant: [CH3:1][C:2]1([CH3:18])[C:6]([CH3:8])([CH3:7])[O:5][B:4]([C:9]2[CH:17]=[CH:16][C:12]([C:13]([OH:15])=O)=[CH:11][CH:10]=2)[O:3]1.C(Cl)CCl.C1C=CC2N(O)N=NC=2C=1.C(N(C(C)C)CC)(C)C.[N:42]1([CH2:47][CH2:48][NH2:49])[CH2:46][CH2:45][CH2:44][CH2:43]1. Product: [N:42]1([CH2:47][CH2:48][NH:49][C:13](=[O:15])[C:12]2[CH:11]=[CH:10][C:9]([B:4]3[O:5][C:6]([CH3:7])([CH3:8])[C:2]([CH3:1])([CH3:18])[O:3]3)=[CH:17][CH:16]=2)[CH2:46][CH2:45][CH2:44][CH2:43]1. The catalyst class is: 91.